This data is from Forward reaction prediction with 1.9M reactions from USPTO patents (1976-2016). The task is: Predict the product of the given reaction. (1) Given the reactants [NH2:1][C:2]1[CH:30]=[CH:29][C:5]([C:6]([NH:8][C@H:9]2[CH2:14][CH2:13][CH2:12][C@@H:11]([NH:15][C:16]3[N:21]=[C:20]([C:22]4[CH:23]=[N:24][CH:25]=[CH:26][CH:27]=4)[C:19]([Cl:28])=[CH:18][N:17]=3)[CH2:10]2)=[O:7])=[CH:4][CH:3]=1.C[CH2:32][N:33]([CH:37]([CH3:39])C)[CH:34](C)C.BrC/C=[CH:43]/[C:44](Cl)=[O:45].C(Cl)Cl.CNC.C1COCC1, predict the reaction product. The product is: [Cl:28][C:19]1[C:20]([C:22]2[CH:23]=[N:24][CH:25]=[CH:26][CH:27]=2)=[N:21][C:16]([NH:15][C@@H:11]2[CH2:12][CH2:13][CH2:14][C@H:9]([NH:8][C:6](=[O:7])[C:5]3[CH:29]=[CH:30][C:2]([NH:1][C:44](=[O:45])/[CH:43]=[CH:39]/[CH2:37][N:33]([CH3:32])[CH3:34])=[CH:3][CH:4]=3)[CH2:10]2)=[N:17][CH:18]=1. (2) Given the reactants Br[C:2]1[CH:10]=[CH:9][C:5]([C:6]([OH:8])=[O:7])=[CH:4][C:3]=1[CH3:11].[C:12]1(B(O)O)[CH:17]=[CH:16][CH:15]=[CH:14][CH:13]=1, predict the reaction product. The product is: [CH3:11][C:3]1[CH:4]=[C:5]([CH:9]=[CH:10][C:2]=1[C:12]1[CH:17]=[CH:16][CH:15]=[CH:14][CH:13]=1)[C:6]([OH:8])=[O:7]. (3) Given the reactants OC(C(F)(F)F)=O.[NH:8]1[CH2:11][CH:10]([C:12](=[O:14])[CH3:13])[CH2:9]1.CCN=C=NCCCN(C)C.C1C=CC2N(O)N=NC=2C=1.C(N(C(C)C)CC)(C)C.Cl.[O:46]=[C:47]1[NH:56][C:55]2[N:54]=[CH:53][C:52](/[CH:57]=[CH:58]/[C:59](O)=[O:60])=[CH:51][C:50]=2[CH2:49][CH2:48]1.C(=O)([O-])[O-].[Na+].[Na+], predict the reaction product. The product is: [C:12]([CH:10]1[CH2:11][N:8]([C:59](=[O:60])[CH:58]=[CH:57][C:52]2[CH:51]=[C:50]3[C:55](=[N:54][CH:53]=2)[NH:56][C:47](=[O:46])[CH2:48][CH2:49]3)[CH2:9]1)(=[O:14])[CH3:13]. (4) Given the reactants Br[C:2]1[CH:7]=[CH:6][C:5]([F:8])=[CH:4][N:3]=1.[C:9]([O-:12])(=[O:11])C.[Na+].C(Cl)Cl.[C]=O.[CH2:19](O)[CH3:20], predict the reaction product. The product is: [F:8][C:5]1[CH:6]=[CH:7][C:2]([C:9]([O:12][CH2:19][CH3:20])=[O:11])=[N:3][CH:4]=1. (5) Given the reactants CN(C(ON1N=NC2C=CC=NC1=2)=[N+](C)C)C.F[P-](F)(F)(F)(F)F.[CH2:25]1[C@@H:30]([NH2:31])[C:28](=[O:29])[S:27][CH2:26]1.Cl.[Cl:33][C:34]1[CH:35]=[C:36]([C:63](O)=[O:64])[CH:37]=[N:38][C:39]=1[NH:40][NH:41][C:42]([NH:44][CH:45]1[C:51]2[CH:52]=[CH:53][CH:54]=[CH:55][C:50]=2[S:49](=[O:57])(=[O:56])[N:48]([CH3:58])[C:47]2[CH:59]=[CH:60][CH:61]=[CH:62][C:46]1=2)=[S:43].CCN(C(C)C)C(C)C, predict the reaction product. The product is: [Cl:33][C:34]1[CH:35]=[C:36]([C:63]([NH:31][C@@H:30]2[CH2:25][CH2:26][S:27][C:28]2=[O:29])=[O:64])[CH:37]=[N:38][C:39]=1[NH:40][NH:41][C:42]([NH:44][CH:45]1[C:51]2[CH:52]=[CH:53][CH:54]=[CH:55][C:50]=2[S:49](=[O:56])(=[O:57])[N:48]([CH3:58])[C:47]2[CH:59]=[CH:60][CH:61]=[CH:62][C:46]1=2)=[S:43]. (6) The product is: [F:21][C:18]1[CH:17]=[CH:16][C:15]([CH2:14][C:11]2[CH:12]=[C:13]3[C:8]([C:7]([OH:22])=[C:6]([C:23]([NH:25][CH2:26][CH2:27][N:28]4[CH2:29][CH2:30][O:31][CH2:32][CH2:33]4)=[O:24])[C:5](=[O:34])[N:4]3[CH2:3][CH2:2][NH:1][C:50]([N:44]3[CH2:49][CH2:48][O:47][CH2:46][CH2:45]3)=[O:51])=[N:9][CH:10]=2)=[CH:20][CH:19]=1. Given the reactants [NH2:1][CH2:2][CH2:3][N:4]1[C:13]2[C:8](=[N:9][CH:10]=[C:11]([CH2:14][C:15]3[CH:20]=[CH:19][C:18]([F:21])=[CH:17][CH:16]=3)[CH:12]=2)[C:7]([OH:22])=[C:6]([C:23]([NH:25][CH2:26][CH2:27][N:28]2[CH2:33][CH2:32][O:31][CH2:30][CH2:29]2)=[O:24])[C:5]1=[O:34].C(N(C(C)C)CC)(C)C.[N:44]1([C:50](Cl)=[O:51])[CH2:49][CH2:48][O:47][CH2:46][CH2:45]1, predict the reaction product. (7) Given the reactants Cl[C:2]1[CH:7]=[CH:6][N:5]=[C:4]2[CH:8]=[CH:9][N:10]([S:11]([C:14]3[CH:19]=[CH:18][CH:17]=[CH:16][CH:15]=3)(=[O:13])=[O:12])[C:3]=12.[CH3:20][N:21](C=O)C, predict the reaction product. The product is: [C:14]1([S:11]([N:10]2[C:3]3[C:4](=[N:5][CH:6]=[CH:7][C:2]=3[C:20]#[N:21])[CH:8]=[CH:9]2)(=[O:13])=[O:12])[CH:19]=[CH:18][CH:17]=[CH:16][CH:15]=1. (8) Given the reactants N1([CH2:10][CH2:11][NH:12][C:13](=[O:23])/[CH:14]=[CH:15]/[C:16]2[CH:21]=[CH:20][CH:19]=[CH:18][C:17]=2[F:22])C2C=CC=CC=2N=C1.[N:24]1([CH2:30]CCN)[CH2:29][CH2:28][CH2:27][CH2:26][CH2:25]1.FC1C=CC=CC=1C=CC(O)=O.CCN=C=NCCCN(C)C.[ClH:57].Cl.O1CCOCC1, predict the reaction product. The product is: [ClH:57].[F:22][C:17]1[CH:18]=[CH:19][CH:20]=[CH:21][C:16]=1/[CH:15]=[CH:14]/[C:13]([NH:12][CH2:11][CH2:10][CH2:30][N:24]1[CH2:29][CH2:28][CH2:27][CH2:26][CH2:25]1)=[O:23]. (9) Given the reactants [CH2:1]([N:8]1[C:16]2[C:11](=[CH:12][CH:13]=[CH:14][CH:15]=2)[C:10]([O:17][C:18]2[O:22][C:21]([C:23]([OH:25])=O)=[CH:20][CH:19]=2)=[N:9]1)[C:2]1[CH:7]=[CH:6][CH:5]=[CH:4][CH:3]=1.[CH3:26][N:27]([CH3:32])[CH2:28][CH2:29][CH2:30][NH2:31].ON1C(=O)CCC1=O.CCN=C=NCCCN(C)C, predict the reaction product. The product is: [CH2:1]([N:8]1[C:16]2[C:11](=[CH:12][CH:13]=[CH:14][CH:15]=2)[C:10]([O:17][C:18]2[O:22][C:21]([C:23]([NH:31][CH2:30][CH2:29][CH2:28][N:27]([CH3:32])[CH3:26])=[O:25])=[CH:20][CH:19]=2)=[N:9]1)[C:2]1[CH:7]=[CH:6][CH:5]=[CH:4][CH:3]=1.